From a dataset of Reaction yield outcomes from USPTO patents with 853,638 reactions. Predict the reaction yield, written as a fraction of the theoretical maximum amount of product (1.0 means a 100% yield; for example, 0.34 means a 34% yield). (1) The reactants are [Cl:1][C:2]1[C:7]([C:8]#[N:9])=[C:6](Cl)[C:5]([Cl:11])=[C:4]([Cl:12])[C:3]=1[C:13]#[N:14].C(N(CC)CC)C.[CH2:22]1[CH2:27][C@@H:26]([NH2:28])[C@H:25]([NH2:29])[CH2:24][CH2:23]1.O. The catalyst is CC#N. The product is [NH2:28][C@@H:26]1[CH2:27][CH2:22][CH2:23][CH2:24][C@H:25]1[NH:29][C:6]1[C:5]([Cl:11])=[C:4]([Cl:12])[C:3]([C:13]#[N:14])=[C:2]([Cl:1])[C:7]=1[C:8]#[N:9]. The yield is 0.890. (2) The product is [CH2:1]([S:8][C:9]1[CH:14]=[C:13]2[C:12](=[CH:11][CH:10]=1)[N:22]([C:23]1[CH:28]=[C:27]([Br:29])[C:26]([Cl:30])=[CH:25][C:24]=1[O:31][CH3:32])[C:17](=[O:18])[CH:16]=[CH:15]2)[C:2]1[CH:3]=[CH:4][CH:5]=[CH:6][CH:7]=1. The catalyst is CO. The yield is 0.436. The reactants are [CH2:1]([S:8][C:9]1[CH:10]=[CH:11][C:12]([NH:22][C:23]2[CH:28]=[C:27]([Br:29])[C:26]([Cl:30])=[CH:25][C:24]=2[O:31][CH3:32])=[C:13](/[CH:15]=[CH:16]/[C:17](OCC)=[O:18])[CH:14]=1)[C:2]1[CH:7]=[CH:6][CH:5]=[CH:4][CH:3]=1.C[O-].[Na+]. (3) The reactants are [Cl:1][C:2]1[CH:3]=[C:4]([CH2:9][S:10]([NH:13][C:14]2[C:19]([O:20]C)=[CH:18][N:17]=[C:16]([C:22]([F:25])([F:24])[F:23])[N:15]=2)(=[O:12])=[O:11])[CH:5]=[C:6]([Cl:8])[CH:7]=1.B(Br)(Br)Br.O. The catalyst is C(Cl)Cl. The product is [Cl:1][C:2]1[CH:3]=[C:4]([CH2:9][S:10]([NH:13][C:14]2[C:19]([OH:20])=[CH:18][N:17]=[C:16]([C:22]([F:23])([F:25])[F:24])[N:15]=2)(=[O:11])=[O:12])[CH:5]=[C:6]([Cl:8])[CH:7]=1. The yield is 0.640. (4) The product is [Cl:1][C:2]1[CH:10]=[CH:9][C:5]([C:6]([NH:8][C:24](=[O:25])[CH2:23][C:17]2[CH:22]=[CH:21][CH:20]=[CH:19][CH:18]=2)=[S:7])=[CH:4][CH:3]=1. The catalyst is CC(C)=O. The yield is 0.820. The reactants are [Cl:1][C:2]1[CH:10]=[CH:9][C:5]([C:6]([NH2:8])=[S:7])=[CH:4][CH:3]=1.N1C=CC=CC=1.[C:17]1([CH2:23][C:24](Cl)=[O:25])[CH:22]=[CH:21][CH:20]=[CH:19][CH:18]=1.O. (5) The reactants are C([O:3][C:4](=O)[CH2:5][C:6]1[S:7][C:8]2[CH:14]=[C:13]([C:15]([O:17][C:18]([CH3:21])([CH3:20])[CH3:19])=[O:16])[CH:12]=[CH:11][C:9]=2[N:10]=1)C.[NH2:23][NH2:24]. The catalyst is CO. The product is [NH:23]([C:4](=[O:3])[CH2:5][C:6]1[S:7][C:8]2[CH:14]=[C:13]([C:15]([O:17][C:18]([CH3:21])([CH3:20])[CH3:19])=[O:16])[CH:12]=[CH:11][C:9]=2[N:10]=1)[NH2:24]. The yield is 0.870. (6) The reactants are [Br:1][C:2]1[C:3]([N:18]2[CH2:22][CH2:21][C@@H:20]([NH:23]C(=O)OC(C)(C)C)[CH2:19]2)=[C:4]2[C:10]([NH:11][C:12](=[O:17])[C@@H:13]([O:15][CH3:16])[CH3:14])=[CH:9][NH:8][C:5]2=[N:6][CH:7]=1.C(O)(C(F)(F)F)=O.C(Cl)[Cl:39]. No catalyst specified. The product is [ClH:39].[NH2:23][C@@H:20]1[CH2:21][CH2:22][N:18]([C:3]2[C:2]([Br:1])=[CH:7][N:6]=[C:5]3[NH:8][CH:9]=[C:10]([NH:11][C:12](=[O:17])[C@@H:13]([O:15][CH3:16])[CH3:14])[C:4]=23)[CH2:19]1. The yield is 0.900. (7) The product is [CH2:18]([O:17][C:15]([C:9]1([O:8][Si:1]([C:4]([CH3:5])([CH3:6])[CH3:7])([CH3:2])[CH3:3])[CH2:11][CH:10]1[NH:22][C:26]([O:53][CH2:46][C:47]1[CH:52]=[CH:51][CH:50]=[CH:49][CH:48]=1)=[O:36])=[O:16])[CH3:19]. The yield is 0.300. The catalyst is C1(C)C=CC=CC=1.C(OCC)(=O)C. The reactants are [Si:1]([O:8][C:9]1([C:15]([O:17][CH2:18][CH3:19])=[O:16])[CH2:11][CH:10]1C(O)=O)([C:4]([CH3:7])([CH3:6])[CH3:5])([CH3:3])[CH3:2].CC[N:22]([CH:26](C)C)C(C)C.C1C=CC(P(N=[N+]=[N-])(C2C=CC=CC=2)=[O:36])=CC=1.[CH2:46]([OH:53])[C:47]1[CH:52]=[CH:51][CH:50]=[CH:49][CH:48]=1. (8) The reactants are [NH:1]1[C:5]2[CH:6]=[CH:7][CH:8]=[CH:9][C:4]=2[N:3]=[C:2]1[CH2:10][N:11]([CH3:22])[CH:12]1[C:21]2[N:20]=[CH:19][CH:18]=[CH:17][C:16]=2[CH2:15][CH2:14][CH2:13]1.Cl.Cl[CH2:25][CH2:26][N:27]1[CH2:32][CH2:31][CH2:30][CH2:29][CH2:28]1.[I-].[K+].C([O-])([O-])=O.[K+].[K+]. The catalyst is CN(C=O)C.CCOC(C)=O. The product is [CH3:22][N:11]([CH2:10][C:2]1[N:3]([CH2:25][CH2:26][N:27]2[CH2:32][CH2:31][CH2:30][CH2:29][CH2:28]2)[C:4]2[CH:9]=[CH:8][CH:7]=[CH:6][C:5]=2[N:1]=1)[CH:12]1[C:21]2[N:20]=[CH:19][CH:18]=[CH:17][C:16]=2[CH2:15][CH2:14][CH2:13]1. The yield is 0.170.